This data is from Catalyst prediction with 721,799 reactions and 888 catalyst types from USPTO. The task is: Predict which catalyst facilitates the given reaction. Reactant: [Cl:1][C:2]1[CH:43]=[CH:42][C:5]([CH2:6][N:7]2[C:12](SCC)=[N:11][C:10](=[O:16])[N:9]([CH2:17][C:18]3([CH2:22][O:23][Si:24]([C:37]([CH3:40])([CH3:39])[CH3:38])([C:31]4[CH:36]=[CH:35][CH:34]=[CH:33][CH:32]=4)[C:25]4[CH:30]=[CH:29][CH:28]=[CH:27][CH:26]=4)[CH2:21][O:20][CH2:19]3)[C:8]2=[O:41])=[CH:4][CH:3]=1.[Cl:44][C:45]1[CH:46]=[C:47]([CH:49]=[CH:50][C:51]=1[O:52][CH:53]([CH3:55])[CH3:54])[NH2:48].C(O)(=O)C.C(=O)(O)[O-].[Na+]. Product: [Cl:1][C:2]1[CH:43]=[CH:42][C:5]([CH2:6][N:7]2[C:12](=[N:48][C:47]3[CH:49]=[CH:50][C:51]([O:52][CH:53]([CH3:54])[CH3:55])=[C:45]([Cl:44])[CH:46]=3)[NH:11][C:10](=[O:16])[N:9]([CH2:17][C:18]3([CH2:22][O:23][Si:24]([C:37]([CH3:39])([CH3:40])[CH3:38])([C:25]4[CH:26]=[CH:27][CH:28]=[CH:29][CH:30]=4)[C:31]4[CH:32]=[CH:33][CH:34]=[CH:35][CH:36]=4)[CH2:21][O:20][CH2:19]3)[C:8]2=[O:41])=[CH:4][CH:3]=1. The catalyst class is: 107.